This data is from Peptide-MHC class I binding affinity with 185,985 pairs from IEDB/IMGT. The task is: Regression. Given a peptide amino acid sequence and an MHC pseudo amino acid sequence, predict their binding affinity value. This is MHC class I binding data. (1) The binding affinity (normalized) is 0.0944. The MHC is HLA-A01:01 with pseudo-sequence HLA-A01:01. The peptide sequence is QQEAARAAL. (2) The peptide sequence is LPGPDTRHL. The binding affinity (normalized) is 0. The MHC is HLA-B40:01 with pseudo-sequence HLA-B40:01. (3) The peptide sequence is RADEINAIL. The MHC is HLA-A80:01 with pseudo-sequence HLA-A80:01. The binding affinity (normalized) is 0.0847. (4) The peptide sequence is RRNDVARIF. The MHC is HLA-B08:01 with pseudo-sequence HLA-B08:01. The binding affinity (normalized) is 0.302. (5) The peptide sequence is VSMTYLYNKY. The binding affinity (normalized) is 0.109. The MHC is HLA-A03:01 with pseudo-sequence HLA-A03:01. (6) The peptide sequence is GLITCKAFG. The MHC is HLA-A24:02 with pseudo-sequence HLA-A24:02. The binding affinity (normalized) is 0. (7) The peptide sequence is QALSPRTLNAW. The MHC is HLA-A31:01 with pseudo-sequence HLA-A31:01. The binding affinity (normalized) is 0.0346. (8) The peptide sequence is DLPPAIAAE. The MHC is HLA-B07:02 with pseudo-sequence HLA-B07:02. The binding affinity (normalized) is 0.0847. (9) The peptide sequence is WQSVGHMMV. The MHC is HLA-B15:01 with pseudo-sequence HLA-B15:01. The binding affinity (normalized) is 0.751.